From a dataset of Full USPTO retrosynthesis dataset with 1.9M reactions from patents (1976-2016). Predict the reactants needed to synthesize the given product. (1) Given the product [F:19][C:20]([F:30])([F:31])[C@H:21]1[CH2:22][CH2:23][C@H:24]([C:27]([N:1]2[CH2:5][CH2:4][CH:3]([CH2:6][O:7][C:8]3[C:9]([C:14]([O:16][CH2:17][CH3:18])=[O:15])=[N:10][CH:11]=[CH:12][CH:13]=3)[CH2:2]2)=[O:28])[CH2:25][CH2:26]1, predict the reactants needed to synthesize it. The reactants are: [NH:1]1[CH2:5][CH2:4][CH:3]([CH2:6][O:7][C:8]2[C:9]([C:14]([O:16][CH2:17][CH3:18])=[O:15])=[N:10][CH:11]=[CH:12][CH:13]=2)[CH2:2]1.[F:19][C:20]([F:31])([F:30])[C@H:21]1[CH2:26][CH2:25][C@H:24]([C:27](O)=[O:28])[CH2:23][CH2:22]1.N1C2C(=CC=CC=2)C=C1C(O)=O. (2) Given the product [ClH:32].[ClH:32].[ClH:32].[O:28]1[C:27]2=[C:22]([N:19]3[CH2:20][CH2:21][N:16]([CH2:15][CH2:14][C@H:11]4[CH2:12][CH2:13][C@H:8]([NH2:7])[CH2:9][CH2:10]4)[CH2:17][CH2:18]3)[N:23]=[CH:24][CH:25]=[C:26]2[CH2:30][CH2:29]1, predict the reactants needed to synthesize it. The reactants are: C(OC(=O)[NH:7][C@H:8]1[CH2:13][CH2:12][C@H:11]([CH2:14][CH2:15][N:16]2[CH2:21][CH2:20][N:19]([C:22]3[N:23]=[CH:24][CH:25]=[C:26]4[CH2:30][CH2:29][O:28][C:27]=34)[CH2:18][CH2:17]2)[CH2:10][CH2:9]1)(C)(C)C.[ClH:32]. (3) Given the product [N+:10]([C:13]1[CH:21]=[CH:20][C:16]([C:17]([OH:19])=[O:18])=[C:15]([NH:22][C:5]([O:4][CH2:3][C:2]([Cl:9])([Cl:8])[Cl:1])=[O:6])[CH:14]=1)([O-:12])=[O:11], predict the reactants needed to synthesize it. The reactants are: [Cl:1][C:2]([Cl:9])([Cl:8])[CH2:3][O:4][C:5](Cl)=[O:6].[N+:10]([C:13]1[CH:14]=[C:15]([NH2:22])[C:16](=[CH:20][CH:21]=1)[C:17]([OH:19])=[O:18])([O-:12])=[O:11].N1C=CC=CC=1.